Dataset: Forward reaction prediction with 1.9M reactions from USPTO patents (1976-2016). Task: Predict the product of the given reaction. (1) The product is: [CH:41]([C:38]1[N:37]=[CH:36][C:35]([C:31]2[CH:30]=[C:29]([C:27]3[CH2:26][C:25](=[O:44])[NH:24][C:9]4[CH:10]=[C:11]([C:48]([F:51])([F:50])[F:49])[C:12]([O:47][CH2:46][C:48]([F:51])([F:50])[F:49])=[CH:13][C:8]=4[N:7]=3)[CH:34]=[CH:33][CH:32]=2)=[CH:40][CH:39]=1)([CH3:42])[CH3:43]. Given the reactants C(OC(=O)[NH:7][C:8]1[CH:13]=[C:12](OCC(F)(F)F)[C:11](C(F)(F)F)=[CH:10][C:9]=1[NH:24][C:25](=[O:44])[CH2:26][C:27]([C:29]1[CH:34]=[CH:33][CH:32]=[C:31]([C:35]2[CH:36]=[N:37][C:38]([CH:41]([CH3:43])[CH3:42])=[CH:39][CH:40]=2)[CH:30]=1)=O)(C)(C)C.[C:46](O)([C:48]([F:51])([F:50])[F:49])=[O:47], predict the reaction product. (2) The product is: [CH3:39][N:40]([CH3:44])[CH2:41][CH2:42][NH:43][C:2]1[CH:9]=[C:8]([N:10]2[C:22]3[CH:21]=[CH:20][CH:19]=[C:18]([C:23]4[NH:27][C:26]5[CH:28]=[C:29]([F:32])[CH:30]=[CH:31][C:25]=5[N:24]=4)[C:17]=3[C:16]3[C:11]2=[CH:12][CH:13]=[CH:14][CH:15]=3)[CH:7]=[CH:6][C:3]=1[C:4]([NH2:5])=[O:45]. Given the reactants F[C:2]1[CH:9]=[C:8]([N:10]2[C:22]3[CH:21]=[CH:20][CH:19]=[C:18]([C:23]4[NH:27][C:26]5[CH:28]=[C:29]([F:32])[CH:30]=[CH:31][C:25]=5[N:24]=4)[C:17]=3[C:16]3[C:11]2=[CH:12][CH:13]=[CH:14][CH:15]=3)[CH:7]=[CH:6][C:3]=1[C:4]#[N:5].C(=O)([O-])[O-].[K+].[K+].[CH3:39][N:40]([CH3:44])[CH2:41][CH2:42][NH2:43].[OH-:45].[Na+].OO, predict the reaction product. (3) Given the reactants [O:1]1[CH2:6][CH2:5][CH:4]([CH2:7][NH:8][C:9]([C:11]2[C:16]([NH:17][C:18]([C:20]3[C:29]4[C:24](=[CH:25][CH:26]=[CH:27][CH:28]=4)[C:23]([CH3:30])=[CH:22][CH:21]=3)=[O:19])=[CH:15][CH:14]=[C:13]([OH:31])[N:12]=2)=[O:10])[CH2:3][CH2:2]1.Br[CH2:33][C:34]([O:36][CH3:37])=[O:35], predict the reaction product. The product is: [CH3:37][O:36][C:34](=[O:35])[CH2:33][O:31][C:13]1[CH:14]=[CH:15][C:16]([NH:17][C:18]([C:20]2[C:29]3[C:24](=[CH:25][CH:26]=[CH:27][CH:28]=3)[C:23]([CH3:30])=[CH:22][CH:21]=2)=[O:19])=[C:11]([C:9](=[O:10])[NH:8][CH2:7][CH:4]2[CH2:5][CH2:6][O:1][CH2:2][CH2:3]2)[N:12]=1. (4) Given the reactants [Cl:1]C(C=O)C(OCC)=O.BrC1C=C(Cl)N=NC=1N.Br[C:20]1[C:21]2[N:22]([C:27]([C:30]([O:32][CH2:33][CH3:34])=[O:31])=[CH:28][N:29]=2)[N:23]=[C:24]([Cl:26])[CH:25]=1, predict the reaction product. The product is: [Cl:26][C:24]1[CH:25]=[C:20]([Cl:1])[C:21]2[N:22]([C:27]([C:30]([O:32][CH2:33][CH3:34])=[O:31])=[CH:28][N:29]=2)[N:23]=1. (5) The product is: [Cl:11][C:12]1[CH:13]=[CH:14][C:15]([F:42])=[C:16]([C:18]2[CH:19]=[CH:20][C:21]([CH2:24][N:25]([CH2:36][C@@H:37]([OH:41])[C:38]([O:40][CH2:7][O:6][C:1](=[O:5])[CH2:2][CH2:3][CH3:4])=[O:39])[NH:26][C:27]([C:29]3[O:33][N:32]=[C:31]([O:34][CH3:35])[CH:30]=3)=[O:28])=[CH:22][CH:23]=2)[CH:17]=1. Given the reactants [C:1]([O:6][CH2:7]Cl)(=[O:5])[CH2:2][CH2:3][CH3:4].[Na+].[I-].[Cl:11][C:12]1[CH:13]=[CH:14][C:15]([F:42])=[C:16]([C:18]2[CH:23]=[CH:22][C:21]([CH2:24][N:25]([CH2:36][C@@H:37]([OH:41])[C:38]([OH:40])=[O:39])[NH:26][C:27]([C:29]3[O:33][N:32]=[C:31]([O:34][CH3:35])[CH:30]=3)=[O:28])=[CH:20][CH:19]=2)[CH:17]=1.CCN(C(C)C)C(C)C, predict the reaction product. (6) Given the reactants [Cl:1][C:2]1[CH:7]=[CH:6][C:5]([C:8]([C:29]2[CH:34]=[CH:33][C:32]([Cl:35])=[CH:31][CH:30]=2)([C:10]2[CH:11]=[C:12]3[C:17](=[CH:18][CH:19]=2)[N:16]=[N:15][CH:14]=[C:13]3[NH:20][CH2:21][CH2:22][C:23]2[CH:28]=[CH:27][CH:26]=[CH:25][CH:24]=2)O)=[CH:4][CH:3]=1.[SiH](CC)(CC)CC.FC(F)(F)C(O)=O, predict the reaction product. The product is: [Cl:35][C:32]1[CH:33]=[CH:34][C:29]([CH:8]([C:5]2[CH:4]=[CH:3][C:2]([Cl:1])=[CH:7][CH:6]=2)[C:10]2[CH:11]=[C:12]3[C:17](=[CH:18][CH:19]=2)[N:16]=[N:15][CH:14]=[C:13]3[NH:20][CH2:21][CH2:22][C:23]2[CH:28]=[CH:27][CH:26]=[CH:25][CH:24]=2)=[CH:30][CH:31]=1. (7) Given the reactants [Cl:1][C:2]1[CH:6]=[N:5][N:4]([CH:7]([CH3:9])[CH3:8])[C:3]=1[C:10]1[CH:11]=[C:12]([NH2:18])[CH:13]=[CH:14][C:15]=1[O:16][CH3:17].[F:19][C:20]1[CH:21]=[C:22]([N:27]=[C:28]=[O:29])[CH:23]=[CH:24][C:25]=1[F:26], predict the reaction product. The product is: [Cl:1][C:2]1[CH:6]=[N:5][N:4]([CH:7]([CH3:9])[CH3:8])[C:3]=1[C:10]1[CH:11]=[C:12]([NH:18][C:28]([NH:27][C:22]2[CH:23]=[CH:24][C:25]([F:26])=[C:20]([F:19])[CH:21]=2)=[O:29])[CH:13]=[CH:14][C:15]=1[O:16][CH3:17]. (8) Given the reactants [CH2:1]([NH:3][C@@H:4]1[C:13]2[N:12]=[CH:11][CH:10]=[CH:9][C:8]=2[CH2:7][CH2:6][CH2:5]1)C.[CH2:14](CC(OBr)=O)C1C=CC=CC=1.C(N(CC)C(C)C)(C)C.[C:35]([O-:38])(O)=[O:36].[Na+], predict the reaction product. The product is: [CH3:1][N:3]([C@@H:4]1[C:13]2[N:12]=[CH:11][CH:10]=[CH:9][C:8]=2[CH2:7][CH2:6][CH2:5]1)[CH2:14][C:35]([OH:38])=[O:36]. (9) Given the reactants [CH2:1]([O:8][C:9]1[CH:18]=[C:17]2[C:12]([C:13](Cl)=[C:14]([N+:19]([O-:21])=[O:20])[CH:15]=[N:16]2)=[CH:11][CH:10]=1)[C:2]1[CH:7]=[CH:6][CH:5]=[CH:4][CH:3]=1.C(N(CC)CC)C.[NH2:30][CH2:31][C:32]([CH3:35])([OH:34])[CH3:33], predict the reaction product. The product is: [CH2:1]([O:8][C:9]1[CH:18]=[C:17]2[C:12]([C:13]([NH:30][CH2:31][C:32]([CH3:35])([OH:34])[CH3:33])=[C:14]([N+:19]([O-:21])=[O:20])[CH:15]=[N:16]2)=[CH:11][CH:10]=1)[C:2]1[CH:7]=[CH:6][CH:5]=[CH:4][CH:3]=1. (10) Given the reactants NC1C=C(C=CC=1)CN1N=NC(C2C=CC=[C:17]3[C:12]=2C[CH2:14][CH2:15][N:16]3[C:21](=[O:34])CCCOC2C=CC=C(C)C=2C)=N1.[NH2:38][CH2:39][C:40]1[CH:41]=[C:42]([C:46]2[CH:55]=[CH:54][CH:53]=[C:52]3[C:47]=2[CH2:48][CH2:49][CH2:50][N:51]3[C:56](=[O:69])[CH2:57][CH2:58][CH2:59][O:60][C:61]2[CH:66]=[CH:65][CH:64]=[C:63]([CH3:67])[C:62]=2[CH3:68])[CH:43]=[CH:44][CH:45]=1.[NH2:70][CH2:71][CH2:72][S:73]([OH:76])(=[O:75])=[O:74].N1(CCS(O)(=O)=O)CCNCC1, predict the reaction product. The product is: [CH3:68][C:62]1[C:63]([CH3:67])=[CH:64][CH:65]=[CH:66][C:61]=1[O:60][CH2:59][CH2:58][CH2:57][C:56]([N:51]1[C:52]2[C:47](=[C:46]([C:42]3[CH:41]=[C:40]([CH:45]=[CH:44][CH:43]=3)[CH2:39][NH:38][C:21]([N:16]3[CH2:17][CH2:12][N:70]([CH2:71][CH2:72][S:73]([OH:76])(=[O:75])=[O:74])[CH2:14][CH2:15]3)=[O:34])[CH:55]=[CH:54][CH:53]=2)[CH2:48][CH2:49][CH2:50]1)=[O:69].